From a dataset of Forward reaction prediction with 1.9M reactions from USPTO patents (1976-2016). Predict the product of the given reaction. Given the reactants [F:1][C:2]([F:31])([F:30])[C:3]1[CH:4]=[C:5]([C:13]2[C:14]3[N:15]([N:19]=[C:20]([NH:22][CH:23]4[CH2:28][CH2:27][NH:26][CH2:25][CH:24]4[F:29])[N:21]=3)[CH:16]=[CH:17][CH:18]=2)[CH:6]=[C:7]([C:9]([F:12])([F:11])[F:10])[CH:8]=1.Br[C:33]1[O:34][C:35]([CH3:38])=[N:36][N:37]=1.C(N(C(C)C)CC)(C)C, predict the reaction product. The product is: [F:31][C:2]([F:1])([F:30])[C:3]1[CH:4]=[C:5]([C:13]2[C:14]3[N:15]([N:19]=[C:20]([NH:22][CH:23]4[CH2:28][CH2:27][N:26]([C:33]5[O:34][C:35]([CH3:38])=[N:36][N:37]=5)[CH2:25][CH:24]4[F:29])[N:21]=3)[CH:16]=[CH:17][CH:18]=2)[CH:6]=[C:7]([C:9]([F:10])([F:11])[F:12])[CH:8]=1.